From a dataset of Full USPTO retrosynthesis dataset with 1.9M reactions from patents (1976-2016). Predict the reactants needed to synthesize the given product. (1) Given the product [F:16][C:17]1[CH:22]=[CH:21][C:20]([NH:23][C:24]([NH:2][NH:1][C:3](=[O:15])[C:4]([N:6]([CH3:14])[CH2:7][C:8]2[CH:9]=[CH:10][N:11]=[CH:12][CH:13]=2)=[O:5])=[S:25])=[CH:19][CH:18]=1, predict the reactants needed to synthesize it. The reactants are: [NH:1]([C:3](=[O:15])[C:4]([N:6]([CH3:14])[CH2:7][C:8]1[CH:13]=[CH:12][N:11]=[CH:10][CH:9]=1)=[O:5])[NH2:2].[F:16][C:17]1[CH:22]=[CH:21][C:20]([N:23]=[C:24]=[S:25])=[CH:19][CH:18]=1. (2) Given the product [NH2:1][CH:4]([CH3:20])[CH2:5][CH2:6][CH:7]1[CH2:12][CH2:11][N:10]([C:13]([O:15][C:16]([CH3:19])([CH3:18])[CH3:17])=[O:14])[CH2:9][CH2:8]1, predict the reactants needed to synthesize it. The reactants are: [N:1]([CH:4]([CH3:20])[CH2:5][CH2:6][CH:7]1[CH2:12][CH2:11][N:10]([C:13]([O:15][C:16]([CH3:19])([CH3:18])[CH3:17])=[O:14])[CH2:9][CH2:8]1)=[N+]=[N-]. (3) Given the product [Br:1][C:2]1[CH:3]=[CH:4][C:5]([C:8]#[C:9][C:10]2[NH:14][C:13]([C@@H:15]3[CH2:19][C@H:18]([CH3:20])[CH2:17][N:16]3[C:21]([O:23][C:24]([CH3:26])([CH3:25])[CH3:27])=[O:22])=[N:12][C:11]=2[I:35])=[CH:6][CH:7]=1, predict the reactants needed to synthesize it. The reactants are: [Br:1][C:2]1[CH:7]=[CH:6][C:5]([C:8]#[C:9][C:10]2[NH:14][C:13]([C@@H:15]3[CH2:19][C@H:18]([CH3:20])[CH2:17][N:16]3[C:21]([O:23][C:24]([CH3:27])([CH3:26])[CH3:25])=[O:22])=[N:12][CH:11]=2)=[CH:4][CH:3]=1.C1C(=O)N([I:35])C(=O)C1. (4) Given the product [OH:37][C:23]1[CH:24]=[C:25]([C:2]2[CH:3]=[CH:4][C:5]3[N:6]([C:8]([C:11]4[CH:16]=[CH:15][C:14]([CH3:17])=[CH:13][C:12]=4[O:18][CH3:19])=[N:9][N:10]=3)[CH:7]=2)[CH:26]=[CH:27][C:22]=1[O:21][CH3:20], predict the reactants needed to synthesize it. The reactants are: Cl[C:2]1[CH:3]=[CH:4][C:5]2[N:6]([C:8]([C:11]3[CH:16]=[CH:15][C:14]([CH3:17])=[CH:13][C:12]=3[O:18][CH3:19])=[N:9][N:10]=2)[CH:7]=1.[CH3:20][O:21][C:22]1[CH:27]=[CH:26][C:25](B2OC(C)(C)C(C)(C)O2)=[CH:24][C:23]=1[OH:37]. (5) Given the product [C:25]([O:24][C:22]([N:8]1[CH2:7][CH2:6][C:5]2[C:10](=[CH:11][C:2]([Cl:1])=[CH:3][CH:4]=2)[C:9]1=[O:12])=[O:23])([CH3:28])([CH3:27])[CH3:26], predict the reactants needed to synthesize it. The reactants are: [Cl:1][C:2]1[CH:11]=[C:10]2[C:5]([CH2:6][CH2:7][NH:8][C:9]2=[O:12])=[CH:4][CH:3]=1.C(N(C(C)C)CC)(C)C.[C:22](O[C:22]([O:24][C:25]([CH3:28])([CH3:27])[CH3:26])=[O:23])([O:24][C:25]([CH3:28])([CH3:27])[CH3:26])=[O:23].